Predict the product of the given reaction. From a dataset of Forward reaction prediction with 1.9M reactions from USPTO patents (1976-2016). (1) Given the reactants [CH3:1][O:2][C:3]1[CH:4]=[C:5]2[C:10](=[C:11]3[CH2:15][C:14]([CH3:17])([CH3:16])[O:13][C:12]=13)[C:9]([C:18]1[CH:23]=[CH:22][CH:21]=[CH:20][CH:19]=1)=[N:8][C:7]([CH3:25])([CH3:24])[CH2:6]2.O[CH2:27][N:28]1[C:32](=[O:33])[C:31]2=[CH:34][CH:35]=[CH:36][CH:37]=[C:30]2[C:29]1=[O:38].O, predict the reaction product. The product is: [CH3:1][O:2][C:3]1[C:4]([CH2:27][N:28]2[C:32](=[O:33])[C:31]3[C:30](=[CH:37][CH:36]=[CH:35][CH:34]=3)[C:29]2=[O:38])=[C:5]2[C:10](=[C:11]3[CH2:15][C:14]([CH3:17])([CH3:16])[O:13][C:12]=13)[C:9]([C:18]1[CH:19]=[CH:20][CH:21]=[CH:22][CH:23]=1)=[N:8][C:7]([CH3:25])([CH3:24])[CH2:6]2. (2) Given the reactants P([O-])([O-])([O-])=O.[K+].[K+].[K+].C([O:12][CH2:13][C:14]1[O:18][N:17]=[C:16]([CH3:19])[C:15]=1B1OC(C)(C)C(C)(C)O1)(=O)C.Br[C:30]1[CH:35]=[CH:34][CH:33]=[CH:32][C:31]=1[NH:36][C:37](=[O:43])[O:38][C:39]([CH3:42])([CH3:41])[CH3:40].CO, predict the reaction product. The product is: [OH:12][CH2:13][C:14]1[O:18][N:17]=[C:16]([CH3:19])[C:15]=1[C:30]1[CH:35]=[CH:34][CH:33]=[CH:32][C:31]=1[NH:36][C:37](=[O:43])[O:38][C:39]([CH3:41])([CH3:40])[CH3:42]. (3) Given the reactants [F:1][C:2]1[N:7]=[C:6]([F:8])[C:5]([Cl:9])=[C:4](F)[N:3]=1.[CH3:11][CH:12]1[CH2:17][CH:16]([CH3:18])[CH2:15][NH:14][CH2:13]1, predict the reaction product. The product is: [Cl:9][C:5]1[C:6]([F:8])=[N:7][C:2]([F:1])=[N:3][C:4]=1[N:14]1[CH2:15][CH:16]([CH3:18])[CH2:17][CH:12]([CH3:11])[CH2:13]1. (4) The product is: [N:4]1[CH:5]=[CH:6][CH:7]=[C:2](/[CH:12]=[CH:11]/[CH2:10][CH:9]([OH:13])[CH3:8])[CH:3]=1. Given the reactants Br[C:2]1[CH:3]=[N:4][CH:5]=[CH:6][CH:7]=1.[CH3:8][CH:9]([OH:13])[CH2:10][CH:11]=[CH2:12].C(N(CC)CC)C.C(#N)C, predict the reaction product. (5) Given the reactants [Mg:1].[C:2]([O:10]CC)(=[O:9])[CH2:3][C:4]([O:6]CC)=[O:5].[CH2:13]([OH:15])[CH3:14].[C:16]1(C)C=CC=C[CH:17]=1, predict the reaction product. The product is: [CH2:16]([C:3]([CH2:13][CH3:14])([C:4]([O-:6])=[O:5])[C:2]([O-:10])=[O:9])[CH3:17].[CH2:13]([O:15][Mg+2:1])[CH3:14].